From a dataset of NCI-60 drug combinations with 297,098 pairs across 59 cell lines. Regression. Given two drug SMILES strings and cell line genomic features, predict the synergy score measuring deviation from expected non-interaction effect. (1) Drug 1: CCC1=CC2CC(C3=C(CN(C2)C1)C4=CC=CC=C4N3)(C5=C(C=C6C(=C5)C78CCN9C7C(C=CC9)(C(C(C8N6C)(C(=O)OC)O)OC(=O)C)CC)OC)C(=O)OC.C(C(C(=O)O)O)(C(=O)O)O. Drug 2: CC(CN1CC(=O)NC(=O)C1)N2CC(=O)NC(=O)C2. Cell line: A498. Synergy scores: CSS=32.5, Synergy_ZIP=0.758, Synergy_Bliss=0.523, Synergy_Loewe=2.98, Synergy_HSA=4.60. (2) Synergy scores: CSS=16.4, Synergy_ZIP=-0.789, Synergy_Bliss=-0.511, Synergy_Loewe=-20.2, Synergy_HSA=1.01. Drug 2: C1=NNC2=C1C(=O)NC=N2. Drug 1: C1=NC(=NC(=O)N1C2C(C(C(O2)CO)O)O)N. Cell line: UACC-257. (3) Drug 1: CC1=C(C=C(C=C1)NC(=O)C2=CC=C(C=C2)CN3CCN(CC3)C)NC4=NC=CC(=N4)C5=CN=CC=C5. Drug 2: CN1C2=C(C=C(C=C2)N(CCCl)CCCl)N=C1CCCC(=O)O.Cl. Cell line: HCC-2998. Synergy scores: CSS=-5.42, Synergy_ZIP=5.99, Synergy_Bliss=-3.74, Synergy_Loewe=-5.66, Synergy_HSA=-7.69. (4) Drug 1: C1C(C(OC1N2C=NC(=NC2=O)N)CO)O. Drug 2: C1CCC(C(C1)N)N.C(=O)(C(=O)[O-])[O-].[Pt+4]. Cell line: NCI/ADR-RES. Synergy scores: CSS=24.7, Synergy_ZIP=-9.78, Synergy_Bliss=-10.3, Synergy_Loewe=-3.79, Synergy_HSA=-3.20.